From a dataset of Full USPTO retrosynthesis dataset with 1.9M reactions from patents (1976-2016). Predict the reactants needed to synthesize the given product. (1) The reactants are: C(N(C(C)C)CC)(C)C.C1C=CC2N(O)N=NC=2C=1.[Cl:20][CH2:21][CH2:22][CH2:23][CH:24]([C:28]1[CH:33]=[CH:32][C:31]([CH3:34])=[CH:30][CH:29]=1)[C:25]([OH:27])=O.[C:35]([O:39][C:40]([CH3:43])([CH3:42])[CH3:41])(=[O:38])[NH:36][NH2:37]. Given the product [Cl:20][CH2:21][CH2:22][CH2:23][CH:24]([C:28]1[CH:33]=[CH:32][C:31]([CH3:34])=[CH:30][CH:29]=1)[C:25]([NH:37][NH:36][C:35]([O:39][C:40]([CH3:43])([CH3:42])[CH3:41])=[O:38])=[O:27], predict the reactants needed to synthesize it. (2) Given the product [CH3:18][C:2]1([CH3:1])[C:6]([CH3:7])([CH3:8])[O:5][B:4]([C:9]2[CH:10]=[CH:11][C:12]3[N:24]=[C:25]([NH2:27])[O:26][C:16]=3[CH:17]=2)[O:3]1, predict the reactants needed to synthesize it. The reactants are: [CH3:1][C:2]1([CH3:18])[C:6]([CH3:8])([CH3:7])[O:5][B:4]([C:9]2[CH:17]=[C:16]3[C:12](C=NN3)=[CH:11][CH:10]=2)[O:3]1.BrC1C=CC2[N:24]=[C:25]([NH2:27])[O:26]C=2C=1.CC1(C)C(C)(C)OB(B2OC(C)(C)C(C)(C)O2)O1.